This data is from Forward reaction prediction with 1.9M reactions from USPTO patents (1976-2016). The task is: Predict the product of the given reaction. (1) The product is: [Cl:1][C:2]1[C:3]([C:16]2[C:21]([F:22])=[CH:20][N:19]=[C:18]([NH2:25])[CH:17]=2)=[N:4][C:5]([NH:8][CH2:9][CH:10]2[CH2:15][CH2:14][O:13][CH2:12][CH2:11]2)=[CH:6][CH:7]=1. Given the reactants [Cl:1][C:2]1[C:3]([C:16]2[C:21]([F:22])=[CH:20][N:19]=[C:18](F)[CH:17]=2)=[N:4][C:5]([NH:8][CH2:9][CH:10]2[CH2:15][CH2:14][O:13][CH2:12][CH2:11]2)=[CH:6][CH:7]=1.[OH-].[NH4+:25], predict the reaction product. (2) Given the reactants Cl[CH:2]1[NH+:11]2[CH2:12][CH2:13][C:14]3[C:19]([C:10]2=[CH:9][C:8]2[CH:7]=[CH:6][C:5]([O:23][CH3:24])=[C:4]([O:25][CH3:26])[C:3]1=2)=[CH:18][C:17]1[O:20][CH2:21][O:22][C:16]=1[CH:15]=3.[Cl-].[CH2:28]([Mg]Br)[CH3:29].O1CC[CH2:34][CH2:33]1, predict the reaction product. The product is: [CH2:33]([C:2]1([CH2:28][CH3:29])[N:11]2[CH2:12][CH2:13][C:14]3[C:19]([C:10]2=[CH:9][C:8]2[CH:7]=[CH:6][C:5]([O:23][CH3:24])=[C:4]([O:25][CH3:26])[C:3]1=2)=[CH:18][C:17]1[O:20][CH2:21][O:22][C:16]=1[CH:15]=3)[CH3:34].